Dataset: Reaction yield outcomes from USPTO patents with 853,638 reactions. Task: Predict the reaction yield, written as a fraction of the theoretical maximum amount of product (1.0 means a 100% yield; for example, 0.34 means a 34% yield). (1) The reactants are [Br:1][C:2]1[C:7]([CH2:8][OH:9])=[CH:6][C:5]([OH:10])=[C:4]([F:11])[CH:3]=1.[O:12]1[CH:17]=[CH:16][CH2:15][CH2:14][CH2:13]1. The catalyst is C(Cl)Cl.C12(CS(O)(=O)=O)C(C)(C)C(CC1)CC2=O. The product is [Br:1][C:2]1[C:7]([CH2:8][O:9][CH:13]2[CH2:14][CH2:15][CH2:16][CH2:17][O:12]2)=[CH:6][C:5]([O:10][CH:17]2[CH2:16][CH2:15][CH2:14][CH2:13][O:12]2)=[C:4]([F:11])[CH:3]=1. The yield is 0.830. (2) The reactants are [NH:1]1[CH2:6][CH2:5][CH2:4][CH:3]([N:7]2[C:11]3=[N:12][CH:13]=[N:14][C:15]([NH2:16])=[C:10]3[CH:9]=[N:8]2)[CH2:2]1.[Cl:17][C:18]1[CH:19]=[C:20]([NH:25][CH2:26][C:27](O)=[O:28])[CH:21]=[C:22]([Cl:24])[CH:23]=1.CN(C(ON1N=NC2C=CC=CC1=2)=[N+](C)C)C.F[P-](F)(F)(F)(F)F.CCN(C(C)C)C(C)C. The catalyst is C1COCC1. The product is [NH2:16][C:15]1[N:14]=[CH:13][N:12]=[C:11]2[N:7]([CH:3]3[CH2:4][CH2:5][CH2:6][N:1]([C:27](=[O:28])[CH2:26][NH:25][C:20]4[CH:19]=[C:18]([Cl:17])[CH:23]=[C:22]([Cl:24])[CH:21]=4)[CH2:2]3)[N:8]=[CH:9][C:10]=12. The yield is 0.0700. (3) The reactants are COC1C=CC(C[O:10][C:11]2[CH:12]=[C:13]([C:21]3[C:22]4[CH:31]=[CH:30][O:29][C:23]=4[C:24](=[O:28])[N:25]([CH3:27])[CH:26]=3)[CH:14]=[C:15]([S:17]([CH3:20])(=[O:19])=[O:18])[CH:16]=2)=CC=1. The catalyst is CC(O)=O. The product is [OH:10][C:11]1[CH:12]=[C:13]([C:21]2[C:22]3[CH:31]=[CH:30][O:29][C:23]=3[C:24](=[O:28])[N:25]([CH3:27])[CH:26]=2)[CH:14]=[C:15]([S:17]([CH3:20])(=[O:19])=[O:18])[CH:16]=1. The yield is 0.780. (4) The reactants are Br[C:2]1[CH:7]=[CH:6][C:5]([O:8][CH3:9])=[CH:4][C:3]=1[CH3:10].[F:11][C:12]([F:19])([F:18])[C:13]1[CH:14]=[N:15][NH:16][CH:17]=1.C(=O)([O-])[O-].[Cs+].[Cs+]. The catalyst is CN(C)C=O.O.[Cu]=O. The product is [CH3:9][O:8][C:5]1[CH:6]=[CH:7][C:2]([N:15]2[CH:14]=[C:13]([C:12]([F:19])([F:18])[F:11])[CH:17]=[N:16]2)=[C:3]([CH3:10])[CH:4]=1. The yield is 0.290. (5) The reactants are [C:1]([C:3]1[CH:8]=[CH:7][C:6]([CH2:9][C:10]([OH:12])=O)=[CH:5][CH:4]=1)#[N:2].[NH2:13][C:14]1[CH:19]=[C:18]([C:20]([C:22]2[C:30]3[CH:29]=[N:28][CH:27]=[N:26][C:25]=3[N:24]([C:31]([CH3:42])([CH3:41])[CH2:32][O:33][Si:34]([C:37]([CH3:40])([CH3:39])[CH3:38])([CH3:36])[CH3:35])[CH:23]=2)=[O:21])[CH:17]=[CH:16][N:15]=1.CN(C(ON1N=NC2C=CC=NC1=2)=[N+](C)C)C.F[P-](F)(F)(F)(F)F.C(=O)(O)[O-].[Na+]. The catalyst is N1C=CC=CC=1. The product is [C:1]([C:3]1[CH:4]=[CH:5][C:6]([CH2:9][C:10]([NH:13][C:14]2[CH:19]=[C:18]([C:20]([C:22]3[C:30]4[CH:29]=[N:28][CH:27]=[N:26][C:25]=4[N:24]([C:31]([CH3:42])([CH3:41])[CH2:32][O:33][Si:34]([C:37]([CH3:40])([CH3:39])[CH3:38])([CH3:35])[CH3:36])[CH:23]=3)=[O:21])[CH:17]=[CH:16][N:15]=2)=[O:12])=[CH:7][CH:8]=1)#[N:2]. The yield is 0.560.